Dataset: TCR-epitope binding with 47,182 pairs between 192 epitopes and 23,139 TCRs. Task: Binary Classification. Given a T-cell receptor sequence (or CDR3 region) and an epitope sequence, predict whether binding occurs between them. Result: 1 (the TCR binds to the epitope). The TCR CDR3 sequence is CSVEGVEGYPRNEQFF. The epitope is ALSKGVHFV.